This data is from Reaction yield outcomes from USPTO patents with 853,638 reactions. The task is: Predict the reaction yield, written as a fraction of the theoretical maximum amount of product (1.0 means a 100% yield; for example, 0.34 means a 34% yield). (1) The reactants are [O:1]=[CH:2][C@@H:3]([C@H:5]([C@@H:7]([C@@H:9]([CH2:11][OH:12])[OH:10])[OH:8])[OH:6])[OH:4].[B-:13]1([F:26])([F:25])[N+:21]2=[CH:22][CH:23]=[CH:24][C:20]2=[CH:19][C:18]2[N:14]1[CH:15]=[CH:16][CH:17]=2. The catalyst is CN(C)C=O. The product is [B-:13]1([F:26])([F:25])[N+:21]2=[CH:22][CH:23]=[CH:24][C:20]2=[CH:19][C:18]2[N:14]1[CH:15]=[CH:16][CH:17]=2.[O:1]=[CH:2][C@@H:3]([C@H:5]([C@@H:7]([C@@H:9]([CH2:11][OH:12])[OH:10])[OH:8])[OH:6])[OH:4]. The yield is 0.900. (2) The reactants are [CH2:1]([Br:8])[C:2]1[CH:7]=[CH:6][CH:5]=[CH:4][CH:3]=1.[S:9]1[CH2:13][CH2:12][CH2:11][CH2:10]1. The catalyst is CC(C)=O. The product is [Br-:8].[CH2:1]([S+:9]1[CH2:13][CH2:12][CH2:11][CH2:10]1)[C:2]1[CH:7]=[CH:6][CH:5]=[CH:4][CH:3]=1. The yield is 0.880. (3) The reactants are [F:1][C:2]1[CH:7]=[CH:6][C:5]([CH2:8][OH:9])=[CH:4][CH:3]=1.N1C=CN=C1.[C:15]([Si:19](Cl)([CH3:21])[CH3:20])([CH3:18])([CH3:17])[CH3:16]. The catalyst is CN(C=O)C. The product is [C:15]([Si:19]([O:9][CH2:8][C:5]1[CH:6]=[CH:7][C:2]([F:1])=[CH:3][CH:4]=1)([CH3:21])[CH3:20])([CH3:18])([CH3:17])[CH3:16]. The yield is 0.990. (4) The reactants are [N:1]1[CH:6]=[CH:5][CH:4]=[CH:3][C:2]=1[C:7]1[CH:12]=[CH:11][N:10]2[CH:13]=[CH:14][N:15]=[C:9]2[CH:8]=1.C1C(=O)N([I:23])C(=O)C1. The catalyst is C(O)C.C(OCC)(=O)C. The product is [I:23][C:13]1[N:10]2[CH:11]=[CH:12][C:7]([C:2]3[CH:3]=[CH:4][CH:5]=[CH:6][N:1]=3)=[CH:8][C:9]2=[N:15][CH:14]=1. The yield is 0.820. (5) The reactants are [Cl:1][C:2]1[CH:7]=[CH:6][C:5]([C:8]2[CH:13]=[CH:12][CH:11]=[CH:10][CH:9]=2)=[C:4]([CH2:14]CC#N)[CH:3]=1.[OH-:18].[Na+].[CH2:20]([OH:22])[CH3:21]. The catalyst is O. The product is [Cl:1][C:2]1[CH:7]=[CH:6][C:5]([C:8]2[CH:13]=[CH:12][CH:11]=[CH:10][CH:9]=2)=[C:4]([CH2:14][CH2:21][C:20]([OH:18])=[O:22])[CH:3]=1. The yield is 0.566. (6) The reactants are [OH:1][C:2]1[C:9](O)=[CH:8][CH:7]=[CH:6][C:3]=1[CH:4]=[O:5].[H-].[Na+].[Cl:13][C:14]1[CH:21]=[CH:20][C:17]([CH2:18]Br)=[CH:16][CH:15]=1.CN(C)[CH:24]=[O:25]. The catalyst is O1CCCC1. The product is [Cl:13][C:14]1[CH:21]=[CH:20][C:17]([CH2:18][O:1][C:2]2[C:9]([O:25][CH2:24][C:17]3[CH:20]=[CH:21][C:14]([Cl:13])=[CH:15][CH:16]=3)=[CH:8][CH:7]=[CH:6][C:3]=2[CH:4]=[O:5])=[CH:16][CH:15]=1. The yield is 0.460. (7) The yield is 0.290. The product is [CH2:26]([O:25][C:17]1[CH:16]=[C:15]([CH:10]2[C:9]([C:28]3[CH:33]=[CH:32][CH:31]=[CH:30][C:29]=3[C:43]#[N:46])=[C:8]([C:5]3[CH:6]=[CH:7][CH:2]=[CH:3][CH:4]=3)[NH:13][C:12](=[O:14])[NH:11]2)[CH:20]=[C:19]([N+:21]([O-:23])=[O:22])[C:18]=1[OH:24])[CH3:27]. The catalyst is CCO. The reactants are Br[C:2]1[CH:7]=[CH:6][C:5]([C:8]2[NH:13][C:12](=[O:14])[NH:11][CH:10]([C:15]3[CH:20]=[C:19]([N+:21]([O-:23])=[O:22])[C:18]([OH:24])=[C:17]([O:25][CH2:26][CH3:27])[CH:16]=3)[C:9]=2[C:28]2[CH:33]=[CH:32][CH:31]=[CH:30][CH:29]=2)=[CH:4][CH:3]=1.C(OC1C=C(C=[C:43]([N+:46]([O-])=O)C=1O)C=O)C.NC(N)=O.Cl.